Dataset: Catalyst prediction with 721,799 reactions and 888 catalyst types from USPTO. Task: Predict which catalyst facilitates the given reaction. Reactant: Br[C:2]1[CH:3]=[C:4]2[C:9](=[CH:10][CH:11]=1)[C:8]([NH2:12])=[N:7][CH:6]=[C:5]2[Cl:13].[O:14]1[CH2:18][CH2:17][NH:16][C:15]1=[O:19].[O-]P([O-])([O-])=O.[K+].[K+].[K+].CC1(C)C2C(=C(P(C3C=CC=CC=3)C3C=CC=CC=3)C=CC=2)OC2C(P(C3C=CC=CC=3)C3C=CC=CC=3)=CC=CC1=2. Product: [NH2:12][C:8]1[C:9]2[C:4](=[CH:3][C:2]([N:16]3[CH2:17][CH2:18][O:14][C:15]3=[O:19])=[CH:11][CH:10]=2)[C:5]([Cl:13])=[CH:6][N:7]=1. The catalyst class is: 187.